Dataset: Peptide-MHC class I binding affinity with 185,985 pairs from IEDB/IMGT. Task: Regression. Given a peptide amino acid sequence and an MHC pseudo amino acid sequence, predict their binding affinity value. This is MHC class I binding data. The peptide sequence is AEAIFKLTY. The MHC is HLA-B44:02 with pseudo-sequence HLA-B44:02. The binding affinity (normalized) is 0.880.